This data is from Forward reaction prediction with 1.9M reactions from USPTO patents (1976-2016). The task is: Predict the product of the given reaction. Given the reactants [CH2:1]([NH:8][C:9]([C:11]1[S:15][C:14]([N:16]2[CH2:20][CH2:19][N:18]([CH2:21][C:22]3[CH:23]=[C:24]([CH:30]=[CH:31][CH:32]=3)[C:25]([O:27]CC)=[O:26])[C:17]2=[O:33])=[N:13][C:12]=1[CH3:34])=[O:10])[C:2]1[CH:7]=[CH:6][CH:5]=[CH:4][CH:3]=1.C(NC(C1SC(N2CCN(CC3C=C(C=CC=3)C(OC)=O)C2=O)=NC=1C)=O)C1C=CC=CC=1, predict the reaction product. The product is: [CH2:1]([NH:8][C:9]([C:11]1[S:15][C:14]([N:16]2[CH2:20][CH2:19][N:18]([CH2:21][C:22]3[CH:23]=[C:24]([CH:30]=[CH:31][CH:32]=3)[C:25]([OH:27])=[O:26])[C:17]2=[O:33])=[N:13][C:12]=1[CH3:34])=[O:10])[C:2]1[CH:7]=[CH:6][CH:5]=[CH:4][CH:3]=1.